This data is from Catalyst prediction with 721,799 reactions and 888 catalyst types from USPTO. The task is: Predict which catalyst facilitates the given reaction. (1) Reactant: [F:1][C:2]1[CH:31]=[CH:30][C:5]([CH2:6][CH:7]2[CH2:12][CH2:11][N:10]([CH2:13][C:14]([NH:16][CH2:17][C:18](=O)[C:19]3[CH:28]=[CH:27][C:22]4[NH:23][C:24](=[O:26])[S:25][C:21]=4[CH:20]=3)=O)[CH2:9][CH2:8]2)=[CH:4][CH:3]=1.COC1C=CC(P2(=S)SP(=S)(C3C=CC(OC)=CC=3)[S:41]2)=CC=1. Product: [F:1][C:2]1[CH:31]=[CH:30][C:5]([CH2:6][CH:7]2[CH2:12][CH2:11][N:10]([CH2:13][C:14]3[S:41][C:18]([C:19]4[CH:28]=[CH:27][C:22]5[NH:23][C:24](=[O:26])[S:25][C:21]=5[CH:20]=4)=[CH:17][N:16]=3)[CH2:9][CH2:8]2)=[CH:4][CH:3]=1. The catalyst class is: 225. (2) Reactant: [C:1]([O:9][C@H:10]1[CH2:15][C@@H:14]([OH:16])[CH2:13][CH2:12][C@@H:11]1[C:17]1[N:21]([CH3:22])[N:20]=[CH:19][CH:18]=1)(=[O:8])[C:2]1[CH:7]=[CH:6][CH:5]=[CH:4][CH:3]=1.N1C(C)=CC=CC=1C.FC(F)(F)S(O[Si:37]([C:40]([CH3:43])([CH3:42])[CH3:41])([CH3:39])[CH3:38])(=O)=O. Product: [C:1]([O:9][C@H:10]1[CH2:15][C@@H:14]([O:16][Si:37]([C:40]([CH3:43])([CH3:42])[CH3:41])([CH3:39])[CH3:38])[CH2:13][CH2:12][C@@H:11]1[C:17]1[N:21]([CH3:22])[N:20]=[CH:19][CH:18]=1)(=[O:8])[C:2]1[CH:3]=[CH:4][CH:5]=[CH:6][CH:7]=1. The catalyst class is: 4. (3) Reactant: Br[C:2]1[CH:3]=[C:4]([N:8]2[CH2:17][CH2:16][C:15]3[C:10](=[CH:11][CH:12]=[C:13]([Cl:18])[CH:14]=3)[C:9]2=[O:19])[CH:5]=[N:6][CH:7]=1.C([O-])([O-])=O.[K+].[K+].[NH:26]1[CH:30]=[C:29](B2OC(C)(C)C(C)(C)O2)[CH:28]=[N:27]1.O. Product: [Cl:18][C:13]1[CH:14]=[C:15]2[C:10](=[CH:11][CH:12]=1)[C:9](=[O:19])[N:8]([C:4]1[CH:5]=[N:6][CH:7]=[C:2]([C:29]3[CH:30]=[N:26][NH:27][CH:28]=3)[CH:3]=1)[CH2:17][CH2:16]2. The catalyst class is: 77. (4) Reactant: [F:1][C:2]1[CH:40]=[N:39][C:5]2[N:6]([C:30]3[CH:31]=[C:32]([CH:36]=[CH:37][CH:38]=3)[C:33](O)=[O:34])[C:7](=[O:29])[N:8]([C@H:11]3[CH2:16][CH2:15][C@@H:14]([NH:17][C:18]([C:20]4[N:21]=[C:22]5[CH:27]=[CH:26][CH:25]=[CH:24][N:23]5[CH:28]=4)=[O:19])[CH2:13][CH2:12]3)[C:9](=[O:10])[C:4]=2[CH:3]=1.CCN(C(C)C)C(C)C.CN(C(ON1N=NC2C=CC=NC1=2)=[N+](C)C)C.F[P-](F)(F)(F)(F)F.[C:74]([O:78][C:79](=[O:84])[NH:80][CH2:81][CH2:82][NH2:83])([CH3:77])([CH3:76])[CH3:75]. Product: [F:1][C:2]1[CH:40]=[N:39][C:5]2[N:6]([C:30]3[CH:31]=[C:32]([CH:36]=[CH:37][CH:38]=3)[C:33]([NH:83][CH2:82][CH2:81][NH:80][C:79](=[O:84])[O:78][C:74]([CH3:77])([CH3:75])[CH3:76])=[O:34])[C:7](=[O:29])[N:8]([C@H:11]3[CH2:16][CH2:15][C@@H:14]([NH:17][C:18]([C:20]4[N:21]=[C:22]5[CH:27]=[CH:26][CH:25]=[CH:24][N:23]5[CH:28]=4)=[O:19])[CH2:13][CH2:12]3)[C:9](=[O:10])[C:4]=2[CH:3]=1. The catalyst class is: 3. (5) Reactant: [NH2:1][C:2]1[CH:3]=[CH:4][C:5]([O:8][C:9]2[CH:10]=[CH:11][C:12]([F:23])=[C:13]([NH:15][C:16](=[O:22])[O:17][C:18]([CH3:21])([CH3:20])[CH3:19])[CH:14]=2)=[N:6][CH:7]=1.[S-:24][C:25]#[N:26].[K+].BrBr. Product: [C:18]([O:17][C:16](=[O:22])[NH:15][C:13]1[CH:14]=[C:9]([O:8][C:5]2[N:6]=[C:7]3[S:24][C:25]([NH2:26])=[N:1][C:2]3=[CH:3][CH:4]=2)[CH:10]=[CH:11][C:12]=1[F:23])([CH3:19])([CH3:20])[CH3:21]. The catalyst class is: 15. (6) Reactant: [F:1][C:2]([F:31])([F:30])[C:3]1[CH:25]=[C:24]([C:26]([F:29])([F:28])[F:27])[CH:23]=[CH:22][C:4]=1[CH2:5][N:6]1[CH2:10][CH2:9][CH:8](/[CH:11]=[C:12]2/[C:13]([NH:18][CH2:19][C:20]#[CH:21])=[N:14][C:15](=[O:17])[S:16]/2)[CH2:7]1.[C:32]([OH:39])(=[O:38])/[CH:33]=[CH:34]\[C:35]([OH:37])=[O:36]. Product: [C:32]([OH:39])(=[O:38])/[CH:33]=[CH:34]\[C:35]([OH:37])=[O:36].[F:31][C:2]([F:1])([F:30])[C:3]1[CH:25]=[C:24]([C:26]([F:28])([F:29])[F:27])[CH:23]=[CH:22][C:4]=1[CH2:5][N:6]1[CH2:10][CH2:9][CH:8](/[CH:11]=[C:12]2/[C:13]([NH:18][CH2:19][C:20]#[CH:21])=[N:14][C:15](=[O:17])[S:16]/2)[CH2:7]1. The catalyst class is: 8. (7) Reactant: [F:1][C:2]1[C:7]2[N:8]=[CH:9][O:10][C:6]=2[C:5]2[NH:11][C:12](=[O:22])[N:13]([C:14]3[CH:19]=[CH:18][C:17]([I:20])=[CH:16][C:15]=3[F:21])[C:4]=2[C:3]=1[F:23].[CH2:24]([C:27]1([S:30](Cl)(=[O:32])=[O:31])[CH2:29][CH2:28]1)[CH:25]=[CH2:26]. Product: [CH2:24]([C:27]1([S:30]([N:11]2[C:5]3[C:6]4[O:10][CH:9]=[N:8][C:7]=4[C:2]([F:1])=[C:3]([F:23])[C:4]=3[N:13]([C:14]3[CH:19]=[CH:18][C:17]([I:20])=[CH:16][C:15]=3[F:21])[C:12]2=[O:22])(=[O:32])=[O:31])[CH2:29][CH2:28]1)[CH:25]=[CH2:26]. The catalyst class is: 142. (8) Reactant: [NH2:1][C:2]1[C:6]2[CH:7]=[N:8][C:9]3[CH:10]=[C:11]([O:17][CH3:18])[C:12]([O:15][CH3:16])=[CH:13][C:14]=3[C:5]=2[S:4](=O)[C:3]=1[C:20]([O:22][CH3:23])=[O:21].[N+:24]([C:27]1[CH:35]=[CH:34][CH:33]=[CH:32][C:28]=1[C:29](Cl)=[O:30])([O-:26])=[O:25].CCN(CC)CC. Product: [CH3:18][O:17][C:11]1[C:12]([O:15][CH3:16])=[CH:13][C:14]2[C:5]3[S:4][C:3]([C:20]([O:22][CH3:23])=[O:21])=[C:2]([NH:1][C:29](=[O:30])[C:28]4[CH:32]=[CH:33][CH:34]=[CH:35][C:27]=4[N+:24]([O-:26])=[O:25])[C:6]=3[CH:7]=[N:8][C:9]=2[CH:10]=1. The catalyst class is: 3.